Dataset: Catalyst prediction with 721,799 reactions and 888 catalyst types from USPTO. Task: Predict which catalyst facilitates the given reaction. (1) Reactant: [F:1][C:2]1[CH:7]=[CH:6][CH:5]=[C:4]([F:8])[C:3]=1[S:9]([NH:12][C:13]1[CH:14]=[C:15]([CH:21]=[CH:22][C:23]=1[F:24])[C:16](OCC)=[O:17])(=[O:11])=[O:10].[Li+].C[Si]([N-][Si](C)(C)C)(C)C.[Cl:35][C:36]1[N:41]=[C:40]([CH3:42])[CH:39]=[CH:38][N:37]=1. Product: [Cl:35][C:36]1[N:41]=[C:40]([CH2:42][C:16]([C:15]2[CH:21]=[CH:22][C:23]([F:24])=[C:13]([NH:12][S:9]([C:3]3[C:2]([F:1])=[CH:7][CH:6]=[CH:5][C:4]=3[F:8])(=[O:11])=[O:10])[CH:14]=2)=[O:17])[CH:39]=[CH:38][N:37]=1. The catalyst class is: 1. (2) Reactant: [F:1][C:2]1([F:25])[CH2:7][CH2:6][N:5]([C:8]2[CH:13]=[C:12]([CH2:14][O:15][CH:16]3[CH2:21][CH2:20][CH2:19][CH2:18][O:17]3)[N:11]=[C:10](C(O)=O)[CH:9]=2)[CH2:4][CH2:3]1.C([N:28]([CH2:31]C)CC)C.[C:33]([OH:37])([CH3:36])([CH3:35])[CH3:34].C1(P(N=[N+]=[N-])(C2C=CC=CC=2)=[O:45])C=CC=CC=1. Product: [C:33]([O:37][C:31](=[O:45])[NH:28][C:10]1[CH:9]=[C:8]([N:5]2[CH2:4][CH2:3][C:2]([F:1])([F:25])[CH2:7][CH2:6]2)[CH:13]=[C:12]([CH2:14][O:15][CH:16]2[CH2:21][CH2:20][CH2:19][CH2:18][O:17]2)[N:11]=1)([CH3:36])([CH3:35])[CH3:34]. The catalyst class is: 38. (3) Reactant: Cl[C:2]1[N:7]=[C:6]([NH:8][C@H:9]([CH:13]([CH3:15])[CH3:14])[C:10]([NH2:12])=[O:11])[CH:5]=[N:4][C:3]=1[C:16]#[N:17].N[C:19]1[CH:20]=[N:21][C:22]2[C:27]([CH:28]=1)=[CH:26][CH:25]=[CH:24][CH:23]=2.C1C=CC(P(C2C(C3C(P(C4C=CC=CC=4)C4C=CC=CC=4)=CC=C4C=3C=CC=C4)=C3C(C=CC=C3)=CC=2)C2C=CC=CC=2)=CC=1.C([O-])([O-])=O.[K+].[K+]. Product: [C:16]([C:3]1[N:4]=[CH:5][C:6]([NH:8][C@H:9]([CH:13]([CH3:15])[CH3:14])[C:10]([NH2:12])=[O:11])=[N:7][C:2]=1[C:19]1[CH:20]=[N:21][C:22]2[C:27]([CH:28]=1)=[CH:26][CH:25]=[CH:24][CH:23]=2)#[N:17]. The catalyst class is: 231. (4) Reactant: [C:1]([C:5]1[CH:10]=[CH:9][C:8]([C:11]2[O:15][C:14]([C:16]3[CH:25]=[CH:24][C:19]([C:20]([O:22]C)=[O:21])=[CH:18][C:17]=3[N+:26]([O-:28])=[O:27])=[N:13][N:12]=2)=[CH:7][CH:6]=1)([CH3:4])([CH3:3])[CH3:2].[OH-].[Na+].Cl. Product: [C:1]([C:5]1[CH:6]=[CH:7][C:8]([C:11]2[O:15][C:14]([C:16]3[CH:25]=[CH:24][C:19]([C:20]([OH:22])=[O:21])=[CH:18][C:17]=3[N+:26]([O-:28])=[O:27])=[N:13][N:12]=2)=[CH:9][CH:10]=1)([CH3:4])([CH3:2])[CH3:3]. The catalyst class is: 7.